From a dataset of Full USPTO retrosynthesis dataset with 1.9M reactions from patents (1976-2016). Predict the reactants needed to synthesize the given product. Given the product [Cl:29][C:22]1[CH:21]=[CH:20][C:19]([NH:18][C:13]([CH:11]2[C:10]([CH3:17])([CH3:16])[S:9][C:8]([C:5]3[CH:4]=[CH:3][C:2]([Cl:1])=[CH:7][CH:6]=3)=[N:12]2)=[O:15])=[CH:24][C:23]=1[C:25]([F:26])([F:27])[F:28], predict the reactants needed to synthesize it. The reactants are: [Cl:1][C:2]1[CH:7]=[CH:6][C:5]([C:8]2[S:9][C:10]([CH3:17])([CH3:16])[CH:11]([C:13]([OH:15])=O)[N:12]=2)=[CH:4][CH:3]=1.[NH2:18][C:19]1[CH:20]=[CH:21][C:22]([Cl:29])=[C:23]([C:25]([F:28])([F:27])[F:26])[CH:24]=1.CCN(C(C)C)C(C)C.C1CN([P+](Br)(N2CCCC2)N2CCCC2)CC1.F[P-](F)(F)(F)(F)F.